From a dataset of Reaction yield outcomes from USPTO patents with 853,638 reactions. Predict the reaction yield, written as a fraction of the theoretical maximum amount of product (1.0 means a 100% yield; for example, 0.34 means a 34% yield). (1) The reactants are [Cl:1][C:2]1[CH:3]=[C:4]([NH:8][C:9]([N:11]2[CH2:16][CH2:15][C:14]3[NH:17][N:18]=[C:19]([C:20](O)=[O:21])[C:13]=3[CH2:12]2)=[O:10])[CH:5]=[CH:6][CH:7]=1.[CH3:23][O:24][NH:25][CH2:26][CH3:27].CN(C(ON1N=NC2C=CC=NC1=2)=[N+](C)C)C.F[P-](F)(F)(F)(F)F.CCN(C(C)C)C(C)C. The catalyst is CN(C=O)C. The product is [Cl:1][C:2]1[CH:3]=[C:4]([NH:8][C:9]([N:11]2[CH2:16][CH2:15][C:14]3[NH:17][N:18]=[C:19]([C:20]([N:25]([CH2:26][CH3:27])[O:24][CH3:23])=[O:21])[C:13]=3[CH2:12]2)=[O:10])[CH:5]=[CH:6][CH:7]=1. The yield is 0.251. (2) The reactants are [C:1]([O:4][C@@H:5]1[C@@H:19]([O:20][C:21](=[O:23])[CH3:22])[C@H:18]([O:24][C:25](=[O:27])[CH3:26])[CH2:17][S:16][C@H:6]1[O:7][C:8]1[CH:13]=[CH:12][C:11](Br)=[CH:10][C:9]=1[F:15])(=[O:3])[CH3:2].[CH3:28][C:29]1[C:33](B(O)O)=[C:32]([CH3:37])[O:31][N:30]=1. The product is [C:1]([O:4][C@@H:5]1[C@@H:19]([O:20][C:21](=[O:23])[CH3:22])[C@H:18]([O:24][C:25](=[O:27])[CH3:26])[CH2:17][S:16][C@H:6]1[O:7][C:8]1[CH:13]=[CH:12][C:11]([C:33]2[C:29]([CH3:28])=[N:30][O:31][C:32]=2[CH3:37])=[CH:10][C:9]=1[F:15])(=[O:3])[CH3:2]. No catalyst specified. The yield is 0.590.